Task: Predict which catalyst facilitates the given reaction.. Dataset: Catalyst prediction with 721,799 reactions and 888 catalyst types from USPTO Reactant: [Cl:1][C:2]1[C:3]([C:13]([F:16])([F:15])[CH3:14])=[N:4][CH:5]=[C:6]([CH:12]=1)[C:7](OCC)=[O:8].[Li+].[BH4-].CO. Product: [Cl:1][C:2]1[CH:12]=[C:6]([CH2:7][OH:8])[CH:5]=[N:4][C:3]=1[C:13]([F:15])([F:16])[CH3:14]. The catalyst class is: 28.